From a dataset of Full USPTO retrosynthesis dataset with 1.9M reactions from patents (1976-2016). Predict the reactants needed to synthesize the given product. (1) Given the product [NH2:1][C:2]1[C:7]([N+:9]([O-:11])=[O:10])=[CH:6][CH:5]=[C:4]([CH3:8])[N:3]=1, predict the reactants needed to synthesize it. The reactants are: [NH2:1][C:2]1[CH:7]=[CH:6][CH:5]=[C:4]([CH3:8])[N:3]=1.[N+:9]([O-])([OH:11])=[O:10].[OH-].[Na+]. (2) The reactants are: [C:1]([C:4]1[C:5]([NH:25][C:26]2[CH:31]=[CH:30][C:29]([CH2:32][C:33]([O:35][CH3:36])=[O:34])=[CH:28][CH:27]=2)=[N:6][N:7](C2(CC#N)CCN(C(OC(C)(C)C)=O)CC2)[CH:8]=1)(=[O:3])[NH2:2].CC([O-])(C)C.[K+]. Given the product [C:1]([C:4]1[C:5]([NH:25][C:26]2[CH:27]=[CH:28][C:29]([CH2:32][C:33]([O:35][CH3:36])=[O:34])=[CH:30][CH:31]=2)=[N:6][NH:7][CH:8]=1)(=[O:3])[NH2:2], predict the reactants needed to synthesize it. (3) The reactants are: [Cl:1][C:2]1[CH:7]=[CH:6][CH:5]=[CH:4][C:3]=1[C:8]1[C:9]2[CH:16]=[C:15]([CH2:17][O:18][C:19]3[CH:24]=[CH:23][C:22]([C@@H:25]([C:32]#[C:33][CH3:34])[CH2:26][C:27]([O:29]CC)=[O:28])=[CH:21][CH:20]=3)[CH:14]=[CH:13][C:10]=2[S:11][CH:12]=1.[Li+].[OH-].Cl. Given the product [Cl:1][C:2]1[CH:7]=[CH:6][CH:5]=[CH:4][C:3]=1[C:8]1[C:9]2[CH:16]=[C:15]([CH2:17][O:18][C:19]3[CH:20]=[CH:21][C:22]([C@@H:25]([C:32]#[C:33][CH3:34])[CH2:26][C:27]([OH:29])=[O:28])=[CH:23][CH:24]=3)[CH:14]=[CH:13][C:10]=2[S:11][CH:12]=1, predict the reactants needed to synthesize it. (4) The reactants are: [C:1]1([S:7](Cl)(=[O:9])=[O:8])[CH:6]=[CH:5][CH:4]=[CH:3][CH:2]=1.[F:11][C:12]1[CH:39]=[CH:38][C:15]([CH2:16][O:17][CH2:18][C:19]([NH:21][CH2:22][CH2:23][CH2:24][CH2:25][CH2:26][C:27]2[N:28]=[C:29]([CH:32]3[CH2:37][CH2:36][NH:35][CH2:34][CH2:33]3)[S:30][CH:31]=2)=[O:20])=[CH:14][CH:13]=1.CN(C1C=CC=CN=1)C. Given the product [F:11][C:12]1[CH:39]=[CH:38][C:15]([CH2:16][O:17][CH2:18][C:19]([NH:21][CH2:22][CH2:23][CH2:24][CH2:25][CH2:26][C:27]2[N:28]=[C:29]([CH:32]3[CH2:37][CH2:36][N:35]([S:7]([C:1]4[CH:6]=[CH:5][CH:4]=[CH:3][CH:2]=4)(=[O:9])=[O:8])[CH2:34][CH2:33]3)[S:30][CH:31]=2)=[O:20])=[CH:14][CH:13]=1, predict the reactants needed to synthesize it. (5) Given the product [OH:40][CH2:39][C:2]1([CH3:1])[CH2:3][CH2:4][N:5]([C:8]2[CH:13]=[CH:12][C:11]([C:14]([NH:16][S:17]([C:20]3[CH:25]=[CH:24][C:23]([NH:26][CH2:27][CH2:28][S:29][C:30]4[CH:35]=[CH:34][CH:33]=[CH:32][CH:31]=4)=[C:22]([N+:36]([O-:38])=[O:37])[CH:21]=3)(=[O:19])=[O:18])=[O:15])=[CH:10][CH:9]=2)[CH2:6][CH2:7]1, predict the reactants needed to synthesize it. The reactants are: [CH3:1][C:2]1([C:39](O)=[O:40])[CH2:7][CH2:6][N:5]([C:8]2[CH:13]=[CH:12][C:11]([C:14]([NH:16][S:17]([C:20]3[CH:25]=[CH:24][C:23]([NH:26][CH2:27][CH2:28][S:29][C:30]4[CH:35]=[CH:34][CH:33]=[CH:32][CH:31]=4)=[C:22]([N+:36]([O-:38])=[O:37])[CH:21]=3)(=[O:19])=[O:18])=[O:15])=[CH:10][CH:9]=2)[CH2:4][CH2:3]1.CN1CCOCC1.ClC(OCC(C)C)=O.[BH4-].[Na+]. (6) Given the product [CH3:29][C:28]1[C:23]([O:22][CH2:21][CH2:20][C@@H:18]2[CH2:19][C@@H:17]2[CH:14]2[CH2:13][CH2:12][N:11]([C:9]([O:8][CH2:1][C:2]3[CH:7]=[CH:6][CH:5]=[CH:4][CH:3]=3)=[O:10])[CH2:16][CH2:15]2)=[N:24][CH:25]=[C:26]([N:30]2[CH2:41][CH2:42][NH:43][C:44]2=[O:45])[CH:27]=1, predict the reactants needed to synthesize it. The reactants are: [CH2:1]([O:8][C:9]([N:11]1[CH2:16][CH2:15][CH:14]([C@H:17]2[CH2:19][C@H:18]2[CH2:20][CH2:21][O:22][C:23]2[C:28]([CH3:29])=[CH:27][C:26]([NH2:30])=[CH:25][N:24]=2)[CH2:13][CH2:12]1)=[O:10])[C:2]1[CH:7]=[CH:6][CH:5]=[CH:4][CH:3]=1.CCN(C(C)C)C(C)C.Cl[CH2:41][CH2:42][N:43]=[C:44]=[O:45].NC(N)=O.[H-].[Na+].